From a dataset of Reaction yield outcomes from USPTO patents with 853,638 reactions. Predict the reaction yield, written as a fraction of the theoretical maximum amount of product (1.0 means a 100% yield; for example, 0.34 means a 34% yield). (1) The reactants are [OH-].[Na+].[OH-].[NH4+:4].[Cl-].[NH4+].[CH3:7][C:8]1[CH:12]=[CH:11][NH:10][C:9]=1[C:13]([NH:15][C:16]1[CH:21]=[CH:20][CH:19]=[CH:18][CH:17]=1)=[O:14].Cl[O-].[Na+]. The catalyst is CCCCCCCC[N+](CCCCCCCC)(CCCCCCCC)C.[Cl-].C(OCC)C.C(OCC)(=O)C.C(OC)(C)(C)C. The product is [NH2:4][N:10]1[CH:11]=[CH:12][C:8]([CH3:7])=[C:9]1[C:13]([NH:15][C:16]1[CH:21]=[CH:20][CH:19]=[CH:18][CH:17]=1)=[O:14]. The yield is 0.900. (2) The reactants are [C:1]1([N:7]2[C:11](=[O:12])[CH2:10][C:9](=[O:13])[NH:8]2)[CH:6]=[CH:5][CH:4]=[CH:3][CH:2]=1.S(=O)(=O)(O)O.[CH2:19](O)[CH3:20]. No catalyst specified. The product is [CH2:19]([O:13][C:9]1[CH:10]=[C:11]([OH:12])[N:7]([C:1]2[CH:2]=[CH:3][CH:4]=[CH:5][CH:6]=2)[N:8]=1)[CH3:20]. The yield is 0.430. (3) The reactants are [CH3:1][C:2]1[CH:7]=[C:6]([C:8]2[CH:13]=[CH:12][C:11]([NH2:14])=[CH:10][CH:9]=2)[CH:5]=[CH:4][N:3]=1.Cl.CN(C)CCCN=C=NCC.ON1C2C=CC=CC=2N=N1.C(N(CC)CC)C.Cl.[F:45][C:46]1[N:51]=[C:50]([CH:52]([CH3:56])[C:53](O)=[O:54])[CH:49]=[CH:48][CH:47]=1. The catalyst is CN(C=O)C.C(Cl)Cl. The product is [F:45][C:46]1[N:51]=[C:50]([CH:52]([CH3:56])[C:53]([NH:14][C:11]2[CH:12]=[CH:13][C:8]([C:6]3[CH:5]=[CH:4][N:3]=[C:2]([CH3:1])[CH:7]=3)=[CH:9][CH:10]=2)=[O:54])[CH:49]=[CH:48][CH:47]=1. The yield is 0.780. (4) The reactants are [CH3:1][C:2]1[C:7]([N+:8]([O-])=O)=[CH:6][CH:5]=[C:4]([N:11]2[CH2:15][CH2:14][C@@H:13]([N:16]3[CH2:20][CH2:19][CH2:18][C@@H:17]3[CH3:21])[CH2:12]2)[N:3]=1. The catalyst is C(O)C.[Pd]. The product is [CH3:1][C:2]1[C:7]([NH2:8])=[CH:6][CH:5]=[C:4]([N:11]2[CH2:15][CH2:14][C@@H:13]([N:16]3[CH2:20][CH2:19][CH2:18][C@@H:17]3[CH3:21])[CH2:12]2)[N:3]=1. The yield is 0.320. (5) The reactants are [CH2:1]([NH:3][C:4]([NH:6][C:7]1[CH:12]=[CH:11][C:10](NC2N=C(N[C:10]3[CH:11]=[CH:12][C:7]([NH:6][C:4]([NH:3][CH2:1][CH3:2])=[O:5])=[CH:8][CH:9]=3)C(F)=CN=2)=[CH:9][CH:8]=1)=[O:5])[CH3:2].[NH2:34]C1C=CC=C(N)C=1.C(N=C=O)C.C(=O)([O-])[O-].[K+].[K+]. No catalyst specified. The product is [CH2:1]([NH:3][C:4]([NH:6][C:7]1[CH:12]=[C:11]([CH:10]=[CH:9][CH:8]=1)[NH2:34])=[O:5])[CH3:2]. The yield is 0.830. (6) The reactants are [C:1]([NH:4][CH2:5][C:6]1[CH:7]=[C:8]2[C:12](=[CH:13][CH:14]=1)[N:11]([C:15]1[CH:20]=[C:19](I)[CH:18]=[CH:17][N:16]=1)[N:10]=[C:9]2[C:22]([NH2:24])=[O:23])(=[O:3])[CH3:2].[C:25]([C@:27]1([OH:34])[CH2:31][CH2:30][N:29]([CH3:32])[C:28]1=[O:33])#[CH:26]. No catalyst specified. The product is [C:1]([NH:4][CH2:5][C:6]1[CH:7]=[C:8]2[C:12](=[CH:13][CH:14]=1)[N:11]([C:15]1[CH:20]=[C:19]([C:26]#[C:25][C@:27]3([OH:34])[CH2:31][CH2:30][N:29]([CH3:32])[C:28]3=[O:33])[CH:18]=[CH:17][N:16]=1)[N:10]=[C:9]2[C:22]([NH2:24])=[O:23])(=[O:3])[CH3:2]. The yield is 0.0900.